The task is: Predict the reactants needed to synthesize the given product.. This data is from Full USPTO retrosynthesis dataset with 1.9M reactions from patents (1976-2016). (1) Given the product [CH2:1]([C@@H:3]1[C:7]2[NH:8][CH:9]=[CH:10][C:6]=2[C:5](=[O:21])[NH:4]1)[CH3:2], predict the reactants needed to synthesize it. The reactants are: [CH2:1]([C@@H:3]1[C:7]2[N:8](S(C3C=CC(C)=CC=3)(=O)=O)[CH:9]=[CH:10][C:6]=2[C:5](=[O:21])[NH:4]1)[CH3:2].C(=O)([O-])[O-].[K+].[K+]. (2) Given the product [F:12][C:9]([F:10])([F:11])[C:8]1[N:16]=[CH:15][CH:14]=[CH:4][C:5]=1[C:6]#[N:7], predict the reactants needed to synthesize it. The reactants are: CN([C:4]([CH:14]=[CH2:15])=[C:5]([C:8](=O)[C:9]([F:12])([F:11])[F:10])[C:6]#[N:7])C.[NH3:16]. (3) Given the product [C:4]([N:11]1[CH2:17][CH2:16][CH2:15][C@H:12]1[C:13](=[O:14])[CH3:1])([O:6][C:7]([CH3:10])([CH3:9])[CH3:8])=[O:5], predict the reactants needed to synthesize it. The reactants are: [CH3:1][Mg]Cl.[C:4]([N:11]1[CH2:17][CH2:16][CH2:15][C@H:12]1[CH:13]=[O:14])([O:6][C:7]([CH3:10])([CH3:9])[CH3:8])=[O:5]. (4) Given the product [NH2:8][C@@H:9]1[CH2:14][CH2:13][CH2:12][N:11]([C:15]([O:17][CH2:18][C:19]2[CH:20]=[CH:21][CH:22]=[CH:23][CH:24]=2)=[O:16])[C@H:10]1[CH2:25][CH2:26][OH:27], predict the reactants needed to synthesize it. The reactants are: C(OC([NH:8][C@@H:9]1[CH2:14][CH2:13][CH2:12][N:11]([C:15]([O:17][CH2:18][C:19]2[CH:24]=[CH:23][CH:22]=[CH:21][CH:20]=2)=[O:16])[C@H:10]1[CH2:25][C:26](OCC)=[O:27])=O)(C)(C)C. (5) Given the product [CH:16]1([O:15]/[N:14]=[C:5](\[C:6]2[CH:11]=[CH:10][C:9]([Cl:12])=[C:8]([Cl:13])[CH:7]=2)/[C:4]([OH:21])=[O:3])[CH2:20][CH2:19][CH2:18][CH2:17]1, predict the reactants needed to synthesize it. The reactants are: C([O:3][C:4](=[O:21])/[C:5](=[N:14]/[O:15][CH:16]1[CH2:20][CH2:19][CH2:18][CH2:17]1)/[C:6]1[CH:11]=[CH:10][C:9]([Cl:12])=[C:8]([Cl:13])[CH:7]=1)C.[OH-].[Li+].O. (6) Given the product [F:30][C:2]([F:1])([F:29])[C:3]1[CH:8]=[CH:7][CH:6]=[CH:5][C:4]=1[C:9]1[CH:10]=[CH:11][C:12]2[N:13]([C:15]([NH2:18])=[CH:16][N:17]=2)[N:14]=1, predict the reactants needed to synthesize it. The reactants are: [F:1][C:2]([F:30])([F:29])[C:3]1[CH:8]=[CH:7][CH:6]=[CH:5][C:4]=1[C:9]1[CH:10]=[CH:11][C:12]2[N:13]([C:15]([NH:18]C(=O)OCC3C=CC=CC=3)=[CH:16][N:17]=2)[N:14]=1. (7) Given the product [CH3:40][O:41][C:42]1[CH:43]=[CH:44][C:45]([CH2:46][CH:47]([C:48]([OH:56])=[O:49])[C:52]([OH:53])=[O:51])=[CH:57][CH:58]=1, predict the reactants needed to synthesize it. The reactants are: ClC1C=CC(CC2C(=O)OC(C)(C)OC2=O)=CC=1.BrC1C=C2C(=CC=1)N=C(Cl)C(CC1C=CC(Cl)=CC=1)=C2Cl.[CH3:40][O:41][C:42]1[CH:58]=[CH:57][C:45]([CH2:46][CH:47]2[C:52](=[O:53])[O:51]C(C)(C)[O:49][C:48]2=[O:56])=[CH:44][CH:43]=1.